This data is from Forward reaction prediction with 1.9M reactions from USPTO patents (1976-2016). The task is: Predict the product of the given reaction. (1) The product is: [O:15]=[C:13]1[NH:12][C:8]2=[N:9][CH:10]=[CH:11][C:6]([O:5][C:4]3[CH:3]=[C:2]([NH:1][C:28]([C:26]4[CH:25]=[CH:24][C:23]5=[N:19][S:20][N:21]=[C:22]5[CH:27]=4)=[O:29])[CH:18]=[CH:17][CH:16]=3)=[C:7]2[NH:14]1. Given the reactants [NH2:1][C:2]1[CH:3]=[C:4]([CH:16]=[CH:17][CH:18]=1)[O:5][C:6]1[CH:11]=[CH:10][N:9]=[C:8]2[NH:12][C:13](=[O:15])[NH:14][C:7]=12.[N:19]1[S:20][N:21]=[C:22]2[CH:27]=[C:26]([C:28](Cl)=[O:29])[CH:25]=[CH:24][C:23]=12, predict the reaction product. (2) Given the reactants N(C(OCC)=O)=NC(OCC)=O.C1(=O)NC(=O)C2=CC=CC=C12.FC(F)(F)C1C=C(C=C(C(F)(F)F)C=1)COCC1(C2C=CC=CC=2)CCC(O)C1.[F:53][C:54]([F:91])([F:90])[C:55]1[CH:56]=[C:57]([CH:83]=[C:84]([C:86]([F:89])([F:88])[F:87])[CH:85]=1)[CH2:58][O:59][CH2:60][C:61]1([C:77]2[CH:82]=[CH:81][CH:80]=[CH:79][CH:78]=2)[CH2:65][CH2:64][CH:63]([N:66]2[C:74](=[O:75])[C:73]3[C:68](=[CH:69][CH:70]=[CH:71][CH:72]=3)[C:67]2=[O:76])[CH2:62]1, predict the reaction product. The product is: [F:88][C:86]([F:87])([F:89])[C:84]1[CH:83]=[C:57]([CH:56]=[C:55]([C:54]([F:91])([F:90])[F:53])[CH:85]=1)[CH2:58][O:59][CH2:60][C@:61]1([C:77]2[CH:78]=[CH:79][CH:80]=[CH:81][CH:82]=2)[CH2:65][CH2:64][C@H:63]([N:66]2[C:74](=[O:75])[C:73]3[C:68](=[CH:69][CH:70]=[CH:71][CH:72]=3)[C:67]2=[O:76])[CH2:62]1. (3) Given the reactants CN1CCOCC1.[N:8]1[CH:13]=[CH:12][CH:11]=[CH:10][C:9]=1[C:14]1[N:19]=[CH:18][C:17]([C:20]([OH:22])=O)=[CH:16][N:15]=1.Cl.[NH2:24][C@@H:25]([C:27]1[CH:28]=[C:29]([CH:32]=[CH:33][CH:34]=1)[C:30]#[N:31])[CH3:26].[Cl-].COC1N=C(OC)N=C([N+]2(C)CCOCC2)N=1, predict the reaction product. The product is: [C:30]([C:29]1[CH:28]=[C:27]([C@H:25]([NH:24][C:20]([C:17]2[CH:18]=[N:19][C:14]([C:9]3[CH:10]=[CH:11][CH:12]=[CH:13][N:8]=3)=[N:15][CH:16]=2)=[O:22])[CH3:26])[CH:34]=[CH:33][CH:32]=1)#[N:31]. (4) Given the reactants [CH:1]([S:4]([CH2:7][C:8]#[N:9])(=[O:6])=[O:5])([CH3:3])[CH3:2].CSC.B.Cl, predict the reaction product. The product is: [CH:1]([S:4]([CH2:7][CH2:8][NH2:9])(=[O:6])=[O:5])([CH3:3])[CH3:2]. (5) Given the reactants C([O:3][C:4]([C:6]1[CH:7]=[N:8][N:9]([CH2:15][C:16]#[C:17][C:18]2[CH:23]=[CH:22][C:21]([C:24]3[O:28][N:27]=[C:26]([CH3:29])[C:25]=3[NH:30][C:31]([O:33][CH:34]([C:36]3[CH:41]=[CH:40][CH:39]=[CH:38][C:37]=3[Cl:42])[CH3:35])=[O:32])=[CH:20][CH:19]=2)[C:10]=1[C:11]([F:14])([F:13])[F:12])=[O:5])C.CO.[OH-].[Li+].Cl, predict the reaction product. The product is: [Cl:42][C:37]1[CH:38]=[CH:39][CH:40]=[CH:41][C:36]=1[CH:34]([O:33][C:31]([NH:30][C:25]1[C:26]([CH3:29])=[N:27][O:28][C:24]=1[C:21]1[CH:20]=[CH:19][C:18]([C:17]#[C:16][CH2:15][N:9]2[C:10]([C:11]([F:14])([F:13])[F:12])=[C:6]([C:4]([OH:5])=[O:3])[CH:7]=[N:8]2)=[CH:23][CH:22]=1)=[O:32])[CH3:35]. (6) The product is: [Br:17][C:18]1[CH:24]=[CH:23][C:21]([N:22]2[C:7]([C:1]3[CH:6]=[CH:5][CH:4]=[CH:3][CH:2]=3)=[CH:8][CH:9]=[C:10]2[C:11]2[CH:12]=[CH:13][CH:14]=[CH:15][CH:16]=2)=[CH:20][CH:19]=1. Given the reactants [C:1]1([C:7]#[C:8][C:9]#[C:10][C:11]2[CH:16]=[CH:15][CH:14]=[CH:13][CH:12]=2)[CH:6]=[CH:5][CH:4]=[CH:3][CH:2]=1.[Br:17][C:18]1[CH:24]=[CH:23][C:21]([NH2:22])=[CH:20][CH:19]=1, predict the reaction product. (7) Given the reactants Cl[CH2:2][C:3]1[CH:4]=[C:5]([CH:16]=[CH:17][CH:18]=1)[C:6]([NH:8][C:9]([CH3:15])([CH3:14])[C:10]([F:13])([F:12])[F:11])=[O:7].[N:19]1([C:25]([O:27][C:28]([CH3:31])([CH3:30])[CH3:29])=[O:26])[CH2:24][CH2:23][NH:22][CH2:21][CH2:20]1.[I-].[Na+].C(N(CC)CC)C, predict the reaction product. The product is: [F:11][C:10]([F:13])([F:12])[C:9]([NH:8][C:6]([C:5]1[CH:4]=[C:3]([CH:18]=[CH:17][CH:16]=1)[CH2:2][N:22]1[CH2:21][CH2:20][N:19]([C:25]([O:27][C:28]([CH3:31])([CH3:30])[CH3:29])=[O:26])[CH2:24][CH2:23]1)=[O:7])([CH3:15])[CH3:14].